From a dataset of Reaction yield outcomes from USPTO patents with 853,638 reactions. Predict the reaction yield, written as a fraction of the theoretical maximum amount of product (1.0 means a 100% yield; for example, 0.34 means a 34% yield). The reactants are Cl[C:2](Cl)([O:4]C(=O)OC(Cl)(Cl)Cl)Cl.C(N(CC)CC)C.[NH2:20][CH2:21][C:22]1[CH:27]=[CH:26][CH:25]=[CH:24][C:23]=1[NH:28][C:29](=[O:35])[O:30][C:31]([CH3:34])([CH3:33])[CH3:32].[CH2:36]([C:40]1([C:50]2[CH:55]=[CH:54][CH:53]=[CH:52][CH:51]=2)[C:44]2[CH2:45][NH:46][CH2:47][CH2:48][C:43]=2[C:42](=[O:49])[O:41]1)[CH:37]([CH3:39])[CH3:38].FC1C=CC(C2(CC(C)C)C3CNCCC=3C(=O)O2)=CC=1. The catalyst is C1COCC1.ClCCl. The product is [CH2:36]([C:40]1([C:50]2[CH:55]=[CH:54][CH:53]=[CH:52][CH:51]=2)[C:44]2[CH2:45][N:46]([C:2]([NH:20][CH2:21][C:22]3[CH:27]=[CH:26][CH:25]=[CH:24][C:23]=3[NH:28][C:29](=[O:35])[O:30][C:31]([CH3:32])([CH3:34])[CH3:33])=[O:4])[CH2:47][CH2:48][C:43]=2[C:42](=[O:49])[O:41]1)[CH:37]([CH3:39])[CH3:38]. The yield is 0.210.